Dataset: Peptide-MHC class II binding affinity with 134,281 pairs from IEDB. Task: Regression. Given a peptide amino acid sequence and an MHC pseudo amino acid sequence, predict their binding affinity value. This is MHC class II binding data. (1) The peptide sequence is QGFIFFFLFNILTGK. The MHC is HLA-DQA10102-DQB10501 with pseudo-sequence HLA-DQA10102-DQB10501. The binding affinity (normalized) is 0. (2) The peptide sequence is VRNCDLPVWLSWQVA. The MHC is HLA-DQA10201-DQB10303 with pseudo-sequence HLA-DQA10201-DQB10303. The binding affinity (normalized) is 0.443. (3) The peptide sequence is AGDLGRDELMELASD. The MHC is DRB1_1101 with pseudo-sequence DRB1_1101. The binding affinity (normalized) is 0.